This data is from CYP2D6 inhibition data for predicting drug metabolism from PubChem BioAssay. The task is: Regression/Classification. Given a drug SMILES string, predict its absorption, distribution, metabolism, or excretion properties. Task type varies by dataset: regression for continuous measurements (e.g., permeability, clearance, half-life) or binary classification for categorical outcomes (e.g., BBB penetration, CYP inhibition). Dataset: cyp2d6_veith. (1) The compound is COc1ccccc1-n1cc(C(=O)NCC(=O)N2CCN(c3ccccc3)CC2)c2ccccc2c1=O. The result is 0 (non-inhibitor). (2) The molecule is Cc1ccc(-c2nn(-c3ccccc3)cc2/C=N/NS(=O)(=O)c2ccccc2)cc1. The result is 0 (non-inhibitor). (3) The drug is Cn1c(=O)c(CCc2ccccc2)nc2cncnc21. The result is 0 (non-inhibitor). (4) The compound is C[C@@H](C(=O)O)[C@H]1C[C@]1(C)[C@H](NC(=O)OCc1ccccc1)c1ccccc1. The result is 0 (non-inhibitor). (5) The drug is COc1ccc(-n2c(=O)c(-c3ccc(F)cc3)nc3cnc(N4CCOCC4)nc32)cc1. The result is 0 (non-inhibitor). (6) The drug is O=C(O)c1nn(-c2ccc(Cl)cc2)c2c1C(=O)c1ccccc1C2=O. The result is 0 (non-inhibitor).